Dataset: Full USPTO retrosynthesis dataset with 1.9M reactions from patents (1976-2016). Task: Predict the reactants needed to synthesize the given product. Given the product [O:19]=[C:11]1[N:12]([CH2:14][C:15]([F:18])([F:17])[F:16])[CH:13]=[C:8]([CH:5]2[CH2:6][CH2:7][CH:2]([N:20]3[CH2:23][CH:22]([NH:24][C:25]([CH2:27][NH:28][C:29](=[O:40])[C:30]4[CH:35]=[CH:34][CH:33]=[C:32]([C:36]([F:39])([F:37])[F:38])[CH:31]=4)=[O:26])[CH2:21]3)[CH2:3][CH2:4]2)[CH:9]=[CH:10]1, predict the reactants needed to synthesize it. The reactants are: O=[C:2]1[CH2:7][CH2:6][CH:5]([C:8]2[CH:9]=[CH:10][C:11](=[O:19])[N:12]([CH2:14][C:15]([F:18])([F:17])[F:16])[CH:13]=2)[CH2:4][CH2:3]1.[NH:20]1[CH2:23][CH:22]([NH:24][C:25]([CH2:27][NH:28][C:29](=[O:40])[C:30]2[CH:35]=[CH:34][CH:33]=[C:32]([C:36]([F:39])([F:38])[F:37])[CH:31]=2)=[O:26])[CH2:21]1.